The task is: Predict the reaction yield, written as a fraction of the theoretical maximum amount of product (1.0 means a 100% yield; for example, 0.34 means a 34% yield).. This data is from Reaction yield outcomes from USPTO patents with 853,638 reactions. The reactants are C(OC([N:11]1[CH2:15][CH2:14][CH2:13][C@@:12]1([C:17]1[NH:18][C:19]2[CH:20]=[CH:21][CH:22]=[C:23]([C:26]([O:28][CH3:29])=[O:27])[C:24]=2[CH:25]=1)[CH3:16])=O)C1C=CC=CC=1.[H][H]. The catalyst is [Pd].CO. The product is [CH3:16][C@:12]1([C:17]2[NH:18][C:19]3[CH:20]=[CH:21][CH:22]=[C:23]([C:26]([O:28][CH3:29])=[O:27])[C:24]=3[CH:25]=2)[CH2:13][CH2:14][CH2:15][NH:11]1. The yield is 0.940.